From a dataset of Full USPTO retrosynthesis dataset with 1.9M reactions from patents (1976-2016). Predict the reactants needed to synthesize the given product. (1) Given the product [CH2:1]([O:5][CH2:6][CH2:7][O:8][C:9]1[CH:10]=[CH:11][C:12]([C:15]2[CH:16]=[CH:17][C:18]3[N:24]([CH2:25][CH:26]([CH3:27])[CH3:28])[CH2:23][CH2:22][C:21]([C:29]([NH:31][C:32]4[CH:33]=[CH:34][C:35]([S:38]([C:39]5[N:40]([CH3:44])[CH:41]=[CH:42][N:43]=5)=[O:54])=[CH:36][CH:37]=4)=[O:30])=[CH:20][C:19]=3[CH:45]=2)=[CH:13][CH:14]=1)[CH2:2][CH2:3][CH3:4], predict the reactants needed to synthesize it. The reactants are: [CH2:1]([O:5][CH2:6][CH2:7][O:8][C:9]1[CH:14]=[CH:13][C:12]([C:15]2[CH:16]=[CH:17][C:18]3[N:24]([CH2:25][CH:26]([CH3:28])[CH3:27])[CH2:23][CH2:22][C:21]([C:29]([NH:31][C:32]4[CH:37]=[CH:36][C:35]([S:38][C:39]5[N:40]([CH3:44])[CH:41]=[CH:42][N:43]=5)=[CH:34][CH:33]=4)=[O:30])=[CH:20][C:19]=3[CH:45]=2)=[CH:11][CH:10]=1)[CH2:2][CH2:3][CH3:4].ClC1C=CC=C(C(OO)=[O:54])C=1. (2) Given the product [CH2:1]([N:3]([C:4]1[CH:9]=[CH:8][C:7]([O:10][CH3:11])=[CH:6][CH:5]=1)[C:22]([N:47]1[CH2:48][CH2:49][CH:44]([C:42](=[O:43])[C:39]2[CH:40]=[CH:41][C:36]([O:35][CH3:34])=[C:37]([CH3:50])[CH:38]=2)[CH2:45][CH2:46]1)=[O:24])[CH3:2], predict the reactants needed to synthesize it. The reactants are: [CH2:1]([NH:3][C:4]1[CH:9]=[CH:8][C:7]([O:10][CH3:11])=[CH:6][CH:5]=1)[CH3:2].C(N(C(C)C)C(C)C)C.Cl[C:22](Cl)([O:24]C(=O)OC(Cl)(Cl)Cl)Cl.Cl.[CH3:34][O:35][C:36]1[CH:41]=[CH:40][C:39]([C:42]([CH:44]2[CH2:49][CH2:48][NH:47][CH2:46][CH2:45]2)=[O:43])=[CH:38][C:37]=1[CH3:50].